The task is: Predict the product of the given reaction.. This data is from Forward reaction prediction with 1.9M reactions from USPTO patents (1976-2016). (1) Given the reactants [F:1][C:2]1[N:7]=[CH:6][C:5]([CH:8]2[O:12][C:11](=[O:13])[NH:10][CH:9]2[CH2:14][C:15]2[CH:20]=[CH:19][CH:18]=[C:17]([O:21][C:22]([F:27])([F:26])[CH:23]([F:25])[F:24])[CH:16]=2)=[CH:4][CH:3]=1.[C:28](O[C:28]([O:30][C:31]([CH3:34])([CH3:33])[CH3:32])=[O:29])([O:30][C:31]([CH3:34])([CH3:33])[CH3:32])=[O:29].CN(C1C=CC=CN=1)C.O, predict the reaction product. The product is: [F:1][C:2]1[N:7]=[CH:6][C:5]([CH:8]2[O:12][C:11](=[O:13])[N:10]([C:28]([O:30][C:31]([CH3:34])([CH3:33])[CH3:32])=[O:29])[CH:9]2[CH2:14][C:15]2[CH:20]=[CH:19][CH:18]=[C:17]([O:21][C:22]([F:26])([F:27])[CH:23]([F:24])[F:25])[CH:16]=2)=[CH:4][CH:3]=1. (2) Given the reactants Br[C:2]1[CH:3]=[C:4]([NH:10][C@@H:11]2[CH2:16][CH2:15][CH2:14][CH2:13][C@@H:12]2[NH:17][C:18](=[O:24])[O:19][C:20]([CH3:23])([CH3:22])[CH3:21])[CH:5]=[N:6][C:7]=1[C:8]#[N:9].[Br:25][C:26]1[CH:27]=[CH:28][C:29]([NH2:33])=[N:30][C:31]=1[CH3:32].CC1(C)C2C(=C(P(C3C=CC=CC=3)C3C=CC=CC=3)C=CC=2)OC2C(P(C3C=CC=CC=3)C3C=CC=CC=3)=CC=CC1=2.C(=O)([O-])[O-].[Cs+].[Cs+], predict the reaction product. The product is: [Br:25][C:26]1[CH:27]=[CH:28][C:29]([NH:33][C:2]2[CH:3]=[C:4]([NH:10][C@@H:11]3[CH2:16][CH2:15][CH2:14][CH2:13][C@@H:12]3[NH:17][C:18](=[O:24])[O:19][C:20]([CH3:23])([CH3:22])[CH3:21])[CH:5]=[N:6][C:7]=2[C:8]#[N:9])=[N:30][C:31]=1[CH3:32].